From a dataset of Forward reaction prediction with 1.9M reactions from USPTO patents (1976-2016). Predict the product of the given reaction. (1) Given the reactants [NH2:1][CH:2]1[CH:13]([OH:14])[CH2:12][C@@H:11]([CH3:15])[C:10](=[O:16])[O:9][CH2:8][C@@H:7]([C:17]2[CH:22]=[CH:21][CH:20]=[CH:19][CH:18]=2)[NH:6][C:5](=[O:23])[CH2:4][CH2:3]1.N1([C:29](N2C=CN=C2)=[O:30])C=CN=C1.CCN(C(C)C)C(C)C, predict the reaction product. The product is: [CH3:15][C@H:11]1[C:10](=[O:16])[O:9][CH2:8][C@@H:7]([C:17]2[CH:18]=[CH:19][CH:20]=[CH:21][CH:22]=2)[NH:6][C:5](=[O:23])[CH2:4][CH2:3][CH:2]2[NH:1][C:29](=[O:30])[O:14][CH:13]2[CH2:12]1. (2) Given the reactants [CH2:1]([O:3][C:4]1[CH:5]=[C:6]([C:10](=[O:12])[CH3:11])[CH:7]=[CH:8][CH:9]=1)[CH3:2].Br[CH2:14][C:15]([O:17][CH2:18][CH3:19])=[O:16].[Cl-].[NH4+], predict the reaction product. The product is: [CH2:1]([O:3][C:4]1[CH:5]=[C:6]([C:10](=[O:12])[CH2:11][CH2:14][C:15]([O:17][CH2:18][CH3:19])=[O:16])[CH:7]=[CH:8][CH:9]=1)[CH3:2].